From a dataset of Reaction yield outcomes from USPTO patents with 853,638 reactions. Predict the reaction yield, written as a fraction of the theoretical maximum amount of product (1.0 means a 100% yield; for example, 0.34 means a 34% yield). (1) The reactants are [OH:1][CH2:2][C:3]([CH3:38])([CH3:37])[O:4][C:5]1[CH:10]=[CH:9][C:8]([N:11]2[C:16](=[O:17])[C:15]([CH2:18][C:19]3[CH:24]=[CH:23][C:22]([C:25]4[C:26]([C:31]#[N:32])=[CH:27][CH:28]=[CH:29][CH:30]=4)=[CH:21][CH:20]=3)=[C:14]([CH2:33][CH2:34][CH3:35])[N:13]=[C:12]2[CH3:36])=[CH:7][CH:6]=1.CC(OI1(OC(C)=O)(OC(C)=O)OC(=O)C2C1=CC=CC=2)=O.C(OCC)(=O)C.S([O-])([O-])(=O)=S.[Na+].[Na+]. The catalyst is C(Cl)Cl.O. The product is [CH3:37][C:3]([CH3:38])([O:4][C:5]1[CH:6]=[CH:7][C:8]([N:11]2[C:16](=[O:17])[C:15]([CH2:18][C:19]3[CH:24]=[CH:23][C:22]([C:25]4[C:26]([C:31]#[N:32])=[CH:27][CH:28]=[CH:29][CH:30]=4)=[CH:21][CH:20]=3)=[C:14]([CH2:33][CH2:34][CH3:35])[N:13]=[C:12]2[CH3:36])=[CH:9][CH:10]=1)[CH:2]=[O:1]. The yield is 0.790. (2) The reactants are [C:1](OC1[C@@H](OC(=O)C)[C@@H](OC(=O)C)[C@H](OC(=O)C)[C@@H]([C@@H](OC(=O)C)C)O1)(=O)C.CCN(CC)CC.C[Mg+].[Br-].[CH2:39]([O:46][C@H:47]1[C@H:52]([O:53][CH2:54][C:55]2[CH:60]=[CH:59][CH:58]=[CH:57][CH:56]=2)[C@H:51]([O:61][CH2:62][C:63]2[CH:68]=[CH:67][CH:66]=[CH:65][CH:64]=2)[C@@H:50]([O:69][CH2:70][C:71]2[CH:76]=[CH:75][CH:74]=[CH:73][CH:72]=2)[O:49][C@@H:48]1[CH:77]=[O:78])[C:40]1[CH:45]=[CH:44][CH:43]=[CH:42][CH:41]=1.[NH4+].[Cl-]. The catalyst is CS(C)=O.C(Cl)Cl.CCOC(C)=O.C1COCC1. The product is [CH2:39]([O:46][C@H:47]1[C@H:52]([O:53][CH2:54][C:55]2[CH:60]=[CH:59][CH:58]=[CH:57][CH:56]=2)[C@H:51]([O:61][CH2:62][C:63]2[CH:64]=[CH:65][CH:66]=[CH:67][CH:68]=2)[C@@H:50]([O:69][CH2:70][C:71]2[CH:72]=[CH:73][CH:74]=[CH:75][CH:76]=2)[O:49][C@@H:48]1[C@@H:77]([OH:78])[CH3:1])[C:40]1[CH:45]=[CH:44][CH:43]=[CH:42][CH:41]=1. The yield is 0.630.